Dataset: Reaction yield outcomes from USPTO patents with 853,638 reactions. Task: Predict the reaction yield, written as a fraction of the theoretical maximum amount of product (1.0 means a 100% yield; for example, 0.34 means a 34% yield). (1) The product is [F:23][C:21]1[CH:20]=[CH:19][C:17]2[S:18][C:14]([N:9]3[CH2:10][CH2:11][N:7]([C:3]4[CH:2]=[N:1][CH:6]=[CH:5][CH:4]=4)[C:8]3=[O:12])=[C:15]([CH3:24])[C:16]=2[CH:22]=1. The reactants are [N:1]1[CH:6]=[CH:5][CH:4]=[C:3]([N:7]2[CH2:11][CH2:10][NH:9][C:8]2=[O:12])[CH:2]=1.Br[C:14]1[S:18][C:17]2[CH:19]=[CH:20][C:21]([F:23])=[CH:22][C:16]=2[C:15]=1[CH3:24].N[C@@H]1CCCC[C@H]1N.C(=O)([O-])[O-].[K+].[K+]. The yield is 0.616. The catalyst is [Cu](I)I.O1CCOCC1. (2) The yield is 0.490. The product is [CH3:14][O:13][CH:11]([C:10](=[O:9])[CH2:15][C:4](=[O:7])[CH2:5][CH3:6])[CH3:16]. The reactants are [NH2-].[Na+].C[C:4](=[O:7])[CH2:5][CH3:6].C[O:9][CH:10]([CH3:15])[C:11]([O:13][CH3:14])=O.[CH3:16]C(OCC1C2C(=CC=CC=2)C(COC(C)=O)=C2C=1C=CC=C2)=O.S(=O)(=O)(O)O. The catalyst is O. (3) The reactants are [CH2:1]([S:3]([N:6]1[CH2:11][CH2:10][CH:9]([C:12]2[C:20]3[C:15](=[C:16]([C:29]([NH2:31])=[O:30])[CH:17]=[C:18]([C:21]4[CH:26]=[CH:25][CH:24]=[C:23]([CH:27]=O)[CH:22]=4)[CH:19]=3)[NH:14][CH:13]=2)[CH2:8][CH2:7]1)(=[O:5])=[O:4])[CH3:2].[CH3:32][CH:33]([CH3:36])[CH2:34][NH2:35].[BH4-].[Na+]. The catalyst is C(Cl)Cl.CO.C(O)(=O)C. The product is [CH2:1]([S:3]([N:6]1[CH2:11][CH2:10][CH:9]([C:12]2[C:20]3[C:15](=[C:16]([C:29]([NH2:31])=[O:30])[CH:17]=[C:18]([C:21]4[CH:26]=[CH:25][CH:24]=[C:23]([CH2:27][NH:35][CH2:34][CH:33]([CH3:36])[CH3:32])[CH:22]=4)[CH:19]=3)[NH:14][CH:13]=2)[CH2:8][CH2:7]1)(=[O:5])=[O:4])[CH3:2]. The yield is 0.850. (4) The reactants are [CH3:1][C:2]1[CH:11]=[CH:10][C:9]2[C:4](=[CH:5][CH:6]=[C:7]([OH:12])[CH:8]=2)[N:3]=1.[CH3:13][N:14]([C:18]1[CH:23]=[CH:22][CH:21]=[CH:20][CH:19]=1)[C:15](Cl)=[O:16].N12CCN(CC1)CC2. The catalyst is ClCCl. The product is [CH3:1][C:2]1[CH:11]=[CH:10][C:9]2[C:4](=[CH:5][CH:6]=[C:7]([O:12][C:15](=[O:16])[N:14]([CH3:13])[C:18]3[CH:23]=[CH:22][CH:21]=[CH:20][CH:19]=3)[CH:8]=2)[N:3]=1. The yield is 0.890. (5) The reactants are [Cl-].O[NH3+:3].[C:4](=[O:7])([O-])[OH:5].[Na+].CS(C)=O.[CH2:13]([C:17]1[N:18]=[C:19]([CH3:49])[N:20]([C:39]2[CH:40]=[C:41]([NH:45][C:46](=[O:48])[CH3:47])[CH:42]=[CH:43][CH:44]=2)[C:21](=[O:38])[C:22]=1[CH2:23][C:24]1[CH:29]=[CH:28][C:27]([C:30]2[CH:35]=[CH:34][CH:33]=[CH:32][C:31]=2[C:36]#[N:37])=[CH:26][CH:25]=1)[CH2:14][CH2:15][CH3:16]. The catalyst is O.C(OCC)(=O)C. The product is [CH2:13]([C:17]1[N:18]=[C:19]([CH3:49])[N:20]([C:39]2[CH:40]=[C:41]([NH:45][C:46](=[O:48])[CH3:47])[CH:42]=[CH:43][CH:44]=2)[C:21](=[O:38])[C:22]=1[CH2:23][C:24]1[CH:25]=[CH:26][C:27]([C:30]2[CH:35]=[CH:34][CH:33]=[CH:32][C:31]=2[C:36]2[NH:3][C:4](=[O:7])[O:5][N:37]=2)=[CH:28][CH:29]=1)[CH2:14][CH2:15][CH3:16]. The yield is 0.620. (6) The reactants are C(C1NC(C(O)=O)=C(C2C(C)=NOC=2C)N=1)(C)(C)C.[CH3:20][O:21][C:22]1[N:27]=[CH:26][C:25]([C:28]2[S:36][C:35]3[C:30](=[N:31][CH:32]=[CH:33][C:34]=3[O:37][C:38]3[CH:44]=[CH:43][C:41]([NH2:42])=[CH:40][CH:39]=3)[CH:29]=2)=[CH:24][CH:23]=1.[C:45]([C:49]1[NH:50][C:51]([NH:61][C:62](NC2C=CC(OC3C4C(=CC(OC)=C(OC)C=4)N=CC=3)=C(Cl)C=2)=[O:63])=[C:52]([C:54]2[C:55]([CH3:60])=[N:56][O:57][C:58]=2[CH3:59])[N:53]=1)([CH3:48])([CH3:47])[CH3:46]. No catalyst specified. The product is [C:45]([C:49]1[NH:50][C:51]([NH:61][C:62]([NH:42][C:41]2[CH:43]=[CH:44][C:38]([O:37][C:34]3[CH:33]=[CH:32][N:31]=[C:30]4[CH:29]=[C:28]([C:25]5[CH:26]=[N:27][C:22]([O:21][CH3:20])=[CH:23][CH:24]=5)[S:36][C:35]=34)=[CH:39][CH:40]=2)=[O:63])=[C:52]([C:54]2[C:55]([CH3:60])=[N:56][O:57][C:58]=2[CH3:59])[N:53]=1)([CH3:48])([CH3:46])[CH3:47]. The yield is 0.440. (7) The reactants are [C:1]1([C:7]2[N:12]=[C:11]([C:13]([OH:15])=[O:14])[CH:10]=[CH:9][C:8]=2[F:16])[CH2:6][CH2:5][CH2:4][CH2:3][CH:2]=1. The catalyst is CO.[Pd]. The product is [CH:1]1([C:7]2[N:12]=[C:11]([C:13]([OH:15])=[O:14])[CH:10]=[CH:9][C:8]=2[F:16])[CH2:2][CH2:3][CH2:4][CH2:5][CH2:6]1. The yield is 0.650. (8) The reactants are [C:1]([C:4]1[C:5]([O:30][CH2:31][CH3:32])=[C:6]([CH:12]([NH:22][C:23](=[O:29])[O:24][C:25]([CH3:28])([CH3:27])[CH3:26])[CH2:13][O:14][Si](C(C)(C)C)(C)C)[C:7]([F:11])=[C:8]([Cl:10])[CH:9]=1)(=[O:3])[CH3:2].[F-].C([N+](CCCC)(CCCC)CCCC)CCC. The catalyst is O1CCCC1. The product is [C:1]([C:4]1[C:5]([O:30][CH2:31][CH3:32])=[C:6]([CH:12]([NH:22][C:23](=[O:29])[O:24][C:25]([CH3:26])([CH3:27])[CH3:28])[CH2:13][OH:14])[C:7]([F:11])=[C:8]([Cl:10])[CH:9]=1)(=[O:3])[CH3:2]. The yield is 0.600.